This data is from Full USPTO retrosynthesis dataset with 1.9M reactions from patents (1976-2016). The task is: Predict the reactants needed to synthesize the given product. (1) Given the product [C:16]([O:15][C:13]([N:10]1[CH2:11][CH2:12][C:7]([C:1]2[CH:6]=[CH:5][CH:4]=[CH:3][CH:2]=2)=[C:8]([C:20]([OH:22])=[O:21])[CH2:9]1)=[O:14])([CH3:19])([CH3:17])[CH3:18], predict the reactants needed to synthesize it. The reactants are: [C:1]1([C:7]2[CH2:12][CH2:11][N:10]([C:13]([O:15][C:16]([CH3:19])([CH3:18])[CH3:17])=[O:14])[CH2:9][C:8]=2[C:20]([O:22]CC)=[O:21])[CH:6]=[CH:5][CH:4]=[CH:3][CH:2]=1.[OH-].[Na+]. (2) Given the product [CH2:21]([NH:20][C:9]([C:3]1[C:2]([NH2:1])=[CH:7][CH:6]=[C:5]([Br:8])[N:4]=1)=[O:11])[CH3:22], predict the reactants needed to synthesize it. The reactants are: [NH2:1][C:2]1[C:3]([C:9]([OH:11])=O)=[N:4][C:5]([Br:8])=[CH:6][CH:7]=1.CN(C(O[N:20]1N=N[C:22]2C=CC=N[C:21]1=2)=[N+](C)C)C.F[P-](F)(F)(F)(F)F.CCN(C(C)C)C(C)C.C(N)C. (3) Given the product [CH3:20][O:19][C:17](=[O:18])[CH:13]([NH:12][S:8]([C:5]1[CH:6]=[CH:7][C:2]([Br:1])=[CH:3][CH:4]=1)(=[O:10])=[O:9])[CH:14]([CH3:16])[CH3:15], predict the reactants needed to synthesize it. The reactants are: [Br:1][C:2]1[CH:7]=[CH:6][C:5]([S:8](Cl)(=[O:10])=[O:9])=[CH:4][CH:3]=1.[NH2:12][C@@H:13]([C:17]([O:19][CH3:20])=[O:18])[CH:14]([CH3:16])[CH3:15].CCN(C(C)C)C(C)C. (4) The reactants are: C(N(CC)CC)C.[OH:8]/[N:9]=[C:10](\[NH2:22])/[C:11]1[CH:16]=[CH:15][C:14]([C:17]2[N:18]=[N:19][S:20][CH:21]=2)=[CH:13][CH:12]=1.[CH3:23][C:24]1[CH:32]=[CH:31][CH:30]=[C:29]([CH3:33])[C:25]=1[C:26](Cl)=[O:27]. Given the product [CH3:23][C:24]1[CH:32]=[CH:31][CH:30]=[C:29]([CH3:33])[C:25]=1[C:26]([O:8]/[N:9]=[C:10](\[NH2:22])/[C:11]1[CH:12]=[CH:13][C:14]([C:17]2[N:18]=[N:19][S:20][CH:21]=2)=[CH:15][CH:16]=1)=[O:27], predict the reactants needed to synthesize it. (5) The reactants are: [Br:1][C:2]1[CH:3]=[C:4]([NH:9][C:10]([NH:12][C:13](=[O:20])[C:14]2[CH:19]=[CH:18][CH:17]=[CH:16][CH:15]=2)=[S:11])[C:5](F)=[N:6][CH:7]=1.[OH-].[Na+]. Given the product [Br:1][C:2]1[CH:3]=[C:4]2[N:9]=[C:10]([NH:12][C:13](=[O:20])[C:14]3[CH:19]=[CH:18][CH:17]=[CH:16][CH:15]=3)[S:11][C:5]2=[N:6][CH:7]=1, predict the reactants needed to synthesize it. (6) The reactants are: [OH:1][C:2]1[C:6]2([CH2:11][CH2:10][N:9]([O:12][CH3:13])[CH2:8][CH2:7]2)[N:5]([CH3:14])[C:4](=[O:15])[C:3]=1[C:16]1[C:21]([CH3:22])=[CH:20][C:19]([CH3:23])=[CH:18][C:17]=1[CH3:24].[N+:25]([O-])([OH:27])=[O:26]. Given the product [CH3:13][O:12][N:9]1[CH2:10][CH2:11][C:6]2([N:5]([CH3:14])[C:4](=[O:15])[C:3]([N+:25]([O-:27])=[O:26])([C:16]3[C:21]([CH3:22])=[CH:20][C:19]([CH3:23])=[CH:18][C:17]=3[CH3:24])[C:2]2=[O:1])[CH2:7][CH2:8]1, predict the reactants needed to synthesize it.